This data is from Peptide-MHC class I binding affinity with 185,985 pairs from IEDB/IMGT. The task is: Regression. Given a peptide amino acid sequence and an MHC pseudo amino acid sequence, predict their binding affinity value. This is MHC class I binding data. (1) The peptide sequence is PRTLNAWVKLI. The MHC is Mamu-B08 with pseudo-sequence Mamu-B08. The binding affinity (normalized) is 0.166. (2) The peptide sequence is YLLFASMGFK. The MHC is HLA-A02:06 with pseudo-sequence HLA-A02:06. The binding affinity (normalized) is 0.207. (3) The peptide sequence is NDEIMRMC. The MHC is H-2-Db with pseudo-sequence H-2-Db. The binding affinity (normalized) is 0.157. (4) The peptide sequence is YLPPREGDL. The MHC is Mamu-A2601 with pseudo-sequence Mamu-A2601. The binding affinity (normalized) is 0.157.